From a dataset of Forward reaction prediction with 1.9M reactions from USPTO patents (1976-2016). Predict the product of the given reaction. The product is: [CH2:1]([O:8][C:9]1[C:13]([O:14][CH2:15][C:16]2[CH:21]=[CH:20][CH:19]=[CH:18][CH:17]=2)=[C:12]([C:22](=[O:26])[N:23]([CH3:25])[CH3:24])[N:11]([C:27]2[CH:32]=[CH:31][C:30]([O:33][CH2:43][CH2:42][CH2:41][S:40][CH3:39])=[CH:29][CH:28]=2)[C:10]=1[C:34]([O:36][CH2:37][CH3:38])=[O:35])[C:2]1[CH:7]=[CH:6][CH:5]=[CH:4][CH:3]=1. Given the reactants [CH2:1]([O:8][C:9]1[C:13]([O:14][CH2:15][C:16]2[CH:21]=[CH:20][CH:19]=[CH:18][CH:17]=2)=[C:12]([C:22](=[O:26])[N:23]([CH3:25])[CH3:24])[N:11]([C:27]2[CH:32]=[CH:31][C:30]([OH:33])=[CH:29][CH:28]=2)[C:10]=1[C:34]([O:36][CH2:37][CH3:38])=[O:35])[C:2]1[CH:7]=[CH:6][CH:5]=[CH:4][CH:3]=1.[CH3:39][S:40][CH2:41][CH2:42][CH2:43]O.C1(P(C2C=CC=CC=2)C2C=CC=CC=2)C=CC=CC=1.CC(OC(/N=N/C(OC(C)C)=O)=O)C, predict the reaction product.